Dataset: Full USPTO retrosynthesis dataset with 1.9M reactions from patents (1976-2016). Task: Predict the reactants needed to synthesize the given product. Given the product [CH3:28][N:27]1[C:26](=[O:29])[C:25]2[C:20](=[CH:21][CH:22]=[CH:23][CH:24]=2)[N:19]=[C:18]1[CH2:17][O:1][C:2]1[CH:9]=[CH:8][C:5]([CH:6]=[O:7])=[CH:4][CH:3]=1, predict the reactants needed to synthesize it. The reactants are: [OH:1][C:2]1[CH:9]=[CH:8][C:5]([CH:6]=[O:7])=[CH:4][CH:3]=1.C([O-])([O-])=O.[K+].[K+].Cl[CH2:17][C:18]1[N:27]([CH3:28])[C:26](=[O:29])[C:25]2[C:20](=[CH:21][CH:22]=[CH:23][CH:24]=2)[N:19]=1.